From a dataset of Oral bioavailability binary classification data from Ma et al.. Regression/Classification. Given a drug SMILES string, predict its absorption, distribution, metabolism, or excretion properties. Task type varies by dataset: regression for continuous measurements (e.g., permeability, clearance, half-life) or binary classification for categorical outcomes (e.g., BBB penetration, CYP inhibition). Dataset: bioavailability_ma. The molecule is CN(C)C(=O)C(CCN1CCC(O)(c2ccc(Cl)cc2)CC1)(c1ccccc1)c1ccccc1. The result is 1 (high bioavailability).